From a dataset of Full USPTO retrosynthesis dataset with 1.9M reactions from patents (1976-2016). Predict the reactants needed to synthesize the given product. (1) Given the product [CH3:8][C:9]([C:5]1[CH:6]=[CH:7][C:2]([Br:1])=[CH:3][CH:4]=1)([CH3:14])[CH2:10][C:11]([OH:13])=[O:12], predict the reactants needed to synthesize it. The reactants are: [Br:1][C:2]1[CH:7]=[CH:6][CH:5]=[CH:4][CH:3]=1.[CH3:8][C:9]([CH3:14])=[CH:10][C:11]([OH:13])=[O:12].[NH4+].[Cl-].[Al+3].[Cl-].[Cl-].[Cl-]. (2) Given the product [CH2:5]1[C:6]2([CH2:7][CH2:8][CH2:9][CH2:10][CH2:11]2)[CH2:1][CH2:2][CH:3]([O:12][C:13]2[CH:14]=[C:15]3[C:20](=[CH:21][CH:22]=2)[CH:19]=[C:18]([CH:23]=[O:24])[CH:17]=[CH:16]3)[CH2:4]1, predict the reactants needed to synthesize it. The reactants are: [CH2:1]1[C:6]2([CH2:11][CH2:10][CH2:9][CH2:8][CH2:7]2)[CH2:5][CH2:4][CH:3]([O:12][C:13]2[CH:14]=[C:15]3[C:20](=[CH:21][CH:22]=2)[CH:19]=[C:18]([CH2:23][OH:24])[CH:17]=[CH:16]3)[CH2:2]1.C(Cl)Cl. (3) Given the product [O:1]1[CH:5]=[CH:4][CH:3]=[C:2]1[C:6]1[N:11]=[C:10]([C:12]2[S:17][C:16]3[CH:18]=[CH:19][CH:20]=[CH:21][C:15]=3[C:14](=[O:22])[N:13]=2)[CH:9]=[CH:8][CH:7]=1, predict the reactants needed to synthesize it. The reactants are: [O:1]1[CH:5]=[CH:4][CH:3]=[C:2]1[C:6]1[N:11]=[C:10]([C:12]#[N:13])[CH:9]=[CH:8][CH:7]=1.[C:14](OC)(=[O:22])[C:15]1[C:16](=[CH:18][CH:19]=[CH:20][CH:21]=1)[SH:17].C(N(CC)CC)C. (4) The reactants are: [CH3:1][NH:2][CH2:3][CH2:4][NH:5][CH3:6].C([O-])([O-])=O.[K+].[K+].[C:13](Cl)(=[O:16])[CH:14]=[CH2:15]. Given the product [CH3:1][N:2]([CH2:3][CH2:4][NH:5][CH3:6])[C:13](=[O:16])[CH:14]=[CH2:15], predict the reactants needed to synthesize it.